From a dataset of Retrosynthesis with 50K atom-mapped reactions and 10 reaction types from USPTO. Predict the reactants needed to synthesize the given product. Given the product C=CCOc1ccc(C(=O)OC)cc1, predict the reactants needed to synthesize it. The reactants are: C=CCBr.COC(=O)c1ccc(O)cc1.